From a dataset of Forward reaction prediction with 1.9M reactions from USPTO patents (1976-2016). Predict the product of the given reaction. (1) Given the reactants [CH2:1]([N:5]1[C:13]2[N:12]=[C:11]([Cl:14])[NH:10][C:9]=2[C:8](=[O:15])[N:7]([CH2:16][CH2:17][CH2:18][CH2:19][C:20]#[N:21])[C:6]1=[O:22])[CH2:2][CH2:3][CH3:4].[NH2:23][OH:24], predict the reaction product. The product is: [CH2:1]([N:5]1[C:13]2[N:12]=[C:11]([Cl:14])[NH:10][C:9]=2[C:8](=[O:15])[N:7]([CH2:16][CH2:17][CH2:18][CH2:19][C:20](=[NH:21])[NH:23][OH:24])[C:6]1=[O:22])[CH2:2][CH2:3][CH3:4]. (2) Given the reactants [Cl:1][C:2]1[CH:11]=[CH:10][C:5]([C:6]([O:8]C)=O)=[CH:4][C:3]=1[CH3:12].[Li+].C[Si]([N-][Si](C)(C)C)(C)C.[Cl:23][C:24]1[N:29]=[C:28]([CH3:30])[CH:27]=[CH:26][N:25]=1, predict the reaction product. The product is: [Cl:1][C:2]1[CH:11]=[CH:10][C:5]([C:6](=[O:8])[CH2:30][C:28]2[CH:27]=[CH:26][N:25]=[C:24]([Cl:23])[N:29]=2)=[CH:4][C:3]=1[CH3:12]. (3) Given the reactants [OH:1][C:2]1[CH:3]=[CH:4][C:5]2[S:10][C:9]([C:11]3[CH:16]=[CH:15][CH:14]=[CH:13][N:12]=3)=[N:8][C:7](=[O:17])[C:6]=2[CH:18]=1.Br[CH2:20][CH2:21][CH2:22][OH:23].C(=O)([O-])[O-].[K+].[K+].CN(C=O)C, predict the reaction product. The product is: [OH:23][CH2:22][CH2:21][CH2:20][O:1][C:2]1[CH:3]=[CH:4][C:5]2[S:10][C:9]([C:11]3[CH:16]=[CH:15][CH:14]=[CH:13][N:12]=3)=[N:8][C:7](=[O:17])[C:6]=2[CH:18]=1. (4) The product is: [C:26]([O:30][C:31](=[O:46])[NH:32][C@H:33]1[C@H:37]([C:38]2[CH:43]=[C:42]([F:44])[CH:41]=[CH:40][C:39]=2[F:45])[CH2:36][N:35]([C:21]2[N:20]=[CH:19][C:18]([O:17][CH2:16][CH2:15][C@H:14]([CH:11]3[CH2:12][CH2:13][N:8]([C:5]4[N:4]=[CH:3][C:2]([Cl:1])=[CH:7][N:6]=4)[CH2:9][CH2:10]3)[CH3:25])=[CH:23][N:22]=2)[CH2:34]1)([CH3:29])([CH3:27])[CH3:28]. Given the reactants [Cl:1][C:2]1[CH:3]=[N:4][C:5]([N:8]2[CH2:13][CH2:12][CH:11]([C@H:14]([CH3:25])[CH2:15][CH2:16][O:17][C:18]3[CH:19]=[N:20][C:21](Cl)=[N:22][CH:23]=3)[CH2:10][CH2:9]2)=[N:6][CH:7]=1.[C:26]([O:30][C:31](=[O:46])[NH:32][C@H:33]1[C@H:37]([C:38]2[CH:43]=[C:42]([F:44])[CH:41]=[CH:40][C:39]=2[F:45])[CH2:36][NH:35][CH2:34]1)([CH3:29])([CH3:28])[CH3:27], predict the reaction product.